From a dataset of Catalyst prediction with 721,799 reactions and 888 catalyst types from USPTO. Predict which catalyst facilitates the given reaction. (1) Reactant: [OH-].[Na+].[CH:3]1([C:6]2[C:11]([C:12]3[CH:17]=[CH:16][C:15]([F:18])=[CH:14][CH:13]=3)=[C:10]([F:19])[C:9]([O:20][CH3:21])=[C:8]([CH2:22][N:23]3[CH2:28][CH2:27][CH:26]([N:29]4[CH2:38][CH2:37][C:36]5[N:35]=[C:34]([CH2:39][CH2:40][CH3:41])[C:33]([C:42]([O:44]C)=[O:43])=[CH:32][C:31]=5[C:30]4=[O:46])[CH2:25][CH2:24]3)[CH:7]=2)[CH2:5][CH2:4]1. Product: [CH:3]1([C:6]2[C:11]([C:12]3[CH:17]=[CH:16][C:15]([F:18])=[CH:14][CH:13]=3)=[C:10]([F:19])[C:9]([O:20][CH3:21])=[C:8]([CH2:22][N:23]3[CH2:24][CH2:25][CH:26]([N:29]4[CH2:38][CH2:37][C:36]5[N:35]=[C:34]([CH2:39][CH2:40][CH3:41])[C:33]([C:42]([OH:44])=[O:43])=[CH:32][C:31]=5[C:30]4=[O:46])[CH2:27][CH2:28]3)[CH:7]=2)[CH2:5][CH2:4]1. The catalyst class is: 8. (2) Product: [CH3:13][O:12][C:9]1[CH:10]=[C:11]2[C:6](=[CH:7][C:8]=1[O:14][CH3:15])[N:5]=[CH:4][N:3]=[C:2]2[NH:26][C:18]1[CH:19]=[CH:20][C:21]([N+:23]([O-:25])=[O:24])=[CH:22][C:17]=1[F:16]. Reactant: Cl[C:2]1[C:11]2[C:6](=[CH:7][C:8]([O:14][CH3:15])=[C:9]([O:12][CH3:13])[CH:10]=2)[N:5]=[CH:4][N:3]=1.[F:16][C:17]1[CH:22]=[C:21]([N+:23]([O-:25])=[O:24])[CH:20]=[CH:19][C:18]=1[NH2:26].Cl. The catalyst class is: 751. (3) Reactant: Cl.[CH2:2]([O:9][C:10](=[O:15])[CH2:11][NH:12][CH2:13][CH3:14])[C:3]1[CH:8]=[CH:7][CH:6]=[CH:5][CH:4]=1.C(N(CC)CC)C.[C:23]([O:27][C:28](=[O:31])[CH2:29]Br)([CH3:26])([CH3:25])[CH3:24]. Product: [CH2:2]([O:9][C:10](=[O:15])[CH2:11][N:12]([CH2:29][C:28]([O:27][C:23]([CH3:26])([CH3:25])[CH3:24])=[O:31])[CH2:13][CH3:14])[C:3]1[CH:8]=[CH:7][CH:6]=[CH:5][CH:4]=1. The catalyst class is: 54. (4) Reactant: [N+:1]([C:4]1[CH:5]=[C:6]2[C:11](=[CH:12][CH:13]=1)[NH:10][C:9](=O)[NH:8][C:7]2=O)([O-:3])=[O:2].P(Cl)(Cl)([Cl:18])=O.C(N(C(C)C)C=O)(C)C.[CH2:30]([NH2:42])[CH2:31][CH2:32][CH2:33][CH2:34][CH2:35][CH2:36][CH2:37][CH2:38][CH2:39][CH2:40][CH3:41]. Product: [Cl:18][C:9]1[N:8]=[C:7]([NH:42][CH2:30][CH2:31][CH2:32][CH2:33][CH2:34][CH2:35][CH2:36][CH2:37][CH2:38][CH2:39][CH2:40][CH3:41])[C:6]2[C:11](=[CH:12][CH:13]=[C:4]([N+:1]([O-:3])=[O:2])[CH:5]=2)[N:10]=1. The catalyst class is: 6. (5) Reactant: [NH2:1][CH2:2][C:3]1[CH:4]=[CH:5][C:6]([F:29])=[C:7]([C:9]2[CH:14]=[CH:13][CH:12]=[C:11]([CH2:15][N:16]3[CH2:21][CH2:20][N:19]([C:22]([O:24][C:25]([CH3:28])([CH3:27])[CH3:26])=[O:23])[CH2:18][CH2:17]3)[CH:10]=2)[CH:8]=1.[CH3:30][O:31][C:32]([C:34]1[CH:35]=[C:36]([CH:40]=[CH:41][CH:42]=1)[C:37](O)=[O:38])=[O:33].CN(C(ON1N=NC2C=CC=CC1=2)=[N+](C)C)C.F[P-](F)(F)(F)(F)F.CCN(CC)CC. Product: [F:29][C:6]1[CH:5]=[CH:4][C:3]([CH2:2][NH:1][C:37]([C:36]2[CH:40]=[CH:41][CH:42]=[C:34]([C:32]([O:31][CH3:30])=[O:33])[CH:35]=2)=[O:38])=[CH:8][C:7]=1[C:9]1[CH:14]=[CH:13][CH:12]=[C:11]([CH2:15][N:16]2[CH2:17][CH2:18][N:19]([C:22]([O:24][C:25]([CH3:26])([CH3:28])[CH3:27])=[O:23])[CH2:20][CH2:21]2)[CH:10]=1. The catalyst class is: 2. (6) The catalyst class is: 6. Reactant: [CH:1]1([NH:4][C:5]([C:7]2[CH:12]=[CH:11][C:10]([S:13]([NH:16][C:17]3[CH:54]=[C:53]([F:55])[C:20]([C:21]([NH:23][C@H:24]([C:47]([O:49]C(C)C)=[O:48])[CH2:25][C:26]4[CH:31]=[CH:30][C:29]([N:32]5[C:41](=[O:42])[C:40]6[C:35](=[CH:36][CH:37]=[C:38]([O:43][CH3:44])[CH:39]=6)[N:34]([CH3:45])[C:33]5=[O:46])=[CH:28][CH:27]=4)=[O:22])=[C:19]([F:56])[CH:18]=3)(=[O:15])=[O:14])=[CH:9][CH:8]=2)=[O:6])[CH2:3][CH2:2]1.Cl.O1CCOCC1. Product: [CH:1]1([NH:4][C:5]([C:7]2[CH:8]=[CH:9][C:10]([S:13]([NH:16][C:17]3[CH:18]=[C:19]([F:56])[C:20]([C:21]([NH:23][C@H:24]([C:47]([OH:49])=[O:48])[CH2:25][C:26]4[CH:31]=[CH:30][C:29]([N:32]5[C:41](=[O:42])[C:40]6[C:35](=[CH:36][CH:37]=[C:38]([O:43][CH3:44])[CH:39]=6)[N:34]([CH3:45])[C:33]5=[O:46])=[CH:28][CH:27]=4)=[O:22])=[C:53]([F:55])[CH:54]=3)(=[O:14])=[O:15])=[CH:11][CH:12]=2)=[O:6])[CH2:2][CH2:3]1. (7) Reactant: [C:1]([O:5][C:6](=[O:38])[CH2:7][O:8][C:9]1[C:18]2[CH2:17][CH2:16][CH2:15][C@@H:14]([N:19]([S:21]([C:24]3[CH:29]=[C:28]([C:30]([F:33])([F:32])[F:31])[CH:27]=[C:26]([S:34][CH:35]([CH3:37])[CH3:36])[CH:25]=3)(=[O:23])=[O:22])[CH3:20])[C:13]=2[CH:12]=[CH:11][CH:10]=1)([CH3:4])([CH3:3])[CH3:2].ClC1C=C(C=CC=1)C(OO)=[O:44]. Product: [C:1]([O:5][C:6](=[O:38])[CH2:7][O:8][C:9]1[C:18]2[CH2:17][CH2:16][CH2:15][C@@H:14]([N:19]([S:21]([C:24]3[CH:29]=[C:28]([C:30]([F:31])([F:32])[F:33])[CH:27]=[C:26]([S:34]([CH:35]([CH3:36])[CH3:37])=[O:44])[CH:25]=3)(=[O:23])=[O:22])[CH3:20])[C:13]=2[CH:12]=[CH:11][CH:10]=1)([CH3:3])([CH3:4])[CH3:2]. The catalyst class is: 4.